This data is from Forward reaction prediction with 1.9M reactions from USPTO patents (1976-2016). The task is: Predict the product of the given reaction. (1) Given the reactants [Cl:1][C:2]1[N:7]=[C:6]([C:8]2[CH:9]=[C:10]([CH:13]=[CH:14][CH:15]=2)[CH:11]=O)[CH:5]=[CH:4][N:3]=1.[NH2:16][C:17]1[CH:18]=[N:19][CH:20]=[CH:21][CH:22]=1, predict the reaction product. The product is: [Cl:1][C:2]1[N:7]=[C:6]([C:8]2[CH:9]=[C:10]([CH:13]=[CH:14][CH:15]=2)[CH2:11][NH:16][C:17]2[CH:18]=[N:19][CH:20]=[CH:21][CH:22]=2)[CH:5]=[CH:4][N:3]=1. (2) Given the reactants [CH3:1][NH:2][S:3]([C:6]1[CH:11]=[CH:10][C:9]([S:12]([CH3:15])(=[O:14])=[O:13])=[C:8]([N+:16]([O-])=O)[CH:7]=1)(=[O:5])=[O:4], predict the reaction product. The product is: [NH2:16][C:8]1[CH:7]=[C:6]([S:3]([NH:2][CH3:1])(=[O:4])=[O:5])[CH:11]=[CH:10][C:9]=1[S:12]([CH3:15])(=[O:13])=[O:14].